Dataset: Aqueous solubility values for 9,982 compounds from the AqSolDB database. Task: Regression/Classification. Given a drug SMILES string, predict its absorption, distribution, metabolism, or excretion properties. Task type varies by dataset: regression for continuous measurements (e.g., permeability, clearance, half-life) or binary classification for categorical outcomes (e.g., BBB penetration, CYP inhibition). For this dataset (solubility_aqsoldb), we predict Y. (1) The Y is -3.50 log mol/L. The drug is O=C(O)c1ccc(Cl)c(Cl)c1. (2) The Y is -8.11 log mol/L. The compound is CC(C)(C)c1cc(CCC(=O)OCCCCCCOC(=O)CCc2cc(C(C)(C)C)c(O)c(C(C)(C)C)c2)cc(C(C)(C)C)c1O. (3) The compound is CN(C)C(=O)N(C(=O)c1ccccc1)c1ccc(Cl)c(Cl)c1. The Y is -4.32 log mol/L. (4) The compound is CCC12CC[C@@H]3[C@H]4CCC(=O)C=C4CC[C@H]3[C@@H]1CCC2=O. The Y is -3.73 log mol/L. (5) The drug is O=C(Nc1cc(Cl)c(NC(=O)C2=Cc3ccccc3/C(=N\Nc3cc(Cl)ccc3Cl)C2=O)cc1Cl)C1=Cc2ccccc2/C(=N/Nc2cc(Cl)ccc2Cl)C1=O. The Y is -8.15 log mol/L. (6) The compound is Cc1cc(N)ccc1S(=O)(=O)Nc1ccccc1[N+](=O)[O-]. The Y is -4.51 log mol/L.